Dataset: Forward reaction prediction with 1.9M reactions from USPTO patents (1976-2016). Task: Predict the product of the given reaction. (1) Given the reactants [ClH:1].[CH2:2]([O:9][C:10]1[CH:15]=[CH:14][N:13]([C:16]2[CH:17]=[CH:18][C:19]3[C:28]4[CH2:27][CH2:26][N:25](C(OC(C)(C)C)=O)[CH2:24][CH2:23][C:22]=4[N:21]([CH3:36])[C:20]=3[N:37]=2)[C:12](=[O:38])[CH:11]=1)[C:3]1[CH:8]=[CH:7][CH:6]=[CH:5][CH:4]=1, predict the reaction product. The product is: [ClH:1].[CH2:2]([O:9][C:10]1[CH:15]=[CH:14][N:13]([C:16]2[CH:17]=[CH:18][C:19]3[C:28]4[CH2:27][CH2:26][NH:25][CH2:24][CH2:23][C:22]=4[N:21]([CH3:36])[C:20]=3[N:37]=2)[C:12](=[O:38])[CH:11]=1)[C:3]1[CH:8]=[CH:7][CH:6]=[CH:5][CH:4]=1. (2) Given the reactants [NH2:1][C:2]1[N:11]=[C:10](O)[C:9]2[CH2:8][CH2:7][CH2:6][CH2:5][C:4]=2[N:3]=1.P(Br)(Br)([Br:15])=O, predict the reaction product. The product is: [Br:15][C:10]1[C:9]2[CH2:8][CH2:7][CH2:6][CH2:5][C:4]=2[N:3]=[C:2]([NH2:1])[N:11]=1. (3) Given the reactants [Cl:1][C:2]1[CH:7]=[C:6]([O:8][C@@H:9]([CH3:14])[C:10]([F:13])([F:12])[F:11])[CH:5]=[CH:4][C:3]=1[S:15]C(C1C=CC=CC=1)(C1C=CC=CC=1)C1C=CC=CC=1.FC(F)(F)C(O)=O.C([SiH](CC)CC)C, predict the reaction product. The product is: [Cl:1][C:2]1[CH:7]=[C:6]([O:8][C@@H:9]([CH3:14])[C:10]([F:11])([F:12])[F:13])[CH:5]=[CH:4][C:3]=1[SH:15]. (4) Given the reactants [I-].[Na+].[Cl-].[Al+3].[Cl-].[Cl-].[Cl:7][C:8]1[C:9]2[CH:25]=[C:24]([O:26]C)[C:23]([O:28]C)=[CH:22][C:10]=2[S:11][C:12]=1[C:13]([N:15]1[CH2:20][CH2:19][CH:18]([OH:21])[CH2:17][CH2:16]1)=[O:14].Cl.[O-]S([O-])=O.[Na+].[Na+], predict the reaction product. The product is: [Cl:7][C:8]1[C:9]2[CH:25]=[C:24]([OH:26])[C:23]([OH:28])=[CH:22][C:10]=2[S:11][C:12]=1[C:13]([N:15]1[CH2:16][CH2:17][CH:18]([OH:21])[CH2:19][CH2:20]1)=[O:14]. (5) Given the reactants [C:1]([C:5]1[CH:10]=[CH:9][CH:8]=[CH:7][C:6]=1[C:11]1[CH:16]=[CH:15][N:14]=[CH:13][CH:12]=1)([CH3:4])([CH3:3])[CH3:2], predict the reaction product. The product is: [C:1]([C:5]1[CH:10]=[CH:9][CH:8]=[CH:7][C:6]=1[CH:11]1[CH2:12][CH2:13][NH:14][CH2:15][CH2:16]1)([CH3:4])([CH3:2])[CH3:3].